Dataset: Forward reaction prediction with 1.9M reactions from USPTO patents (1976-2016). Task: Predict the product of the given reaction. (1) Given the reactants C(P(C(C)(C)C)C1C=CC=CC=1C1C=CC=CC=1C)(C)(C)C.C(=O)([O-])[O-].[Cs+].[Cs+].Br[C:30]1[CH:35]=[CH:34][C:33]([O:36][CH3:37])=[CH:32][CH:31]=1.[N+:38]([CH2:41][CH2:42][CH2:43][C:44]([O:46][CH3:47])=[O:45])([O-:40])=[O:39].[NH4+].[Cl-], predict the reaction product. The product is: [CH3:47][O:46][C:44](=[O:45])[CH2:43][CH2:42][CH:41]([C:30]1[CH:35]=[CH:34][C:33]([O:36][CH3:37])=[CH:32][CH:31]=1)[N+:38]([O-:40])=[O:39]. (2) Given the reactants [C:1]([CH2:3][C@H:4]1[CH2:9][CH2:8][C@H:7]([NH:10][C:11]2[C:16]([N+:17]([O-])=O)=[CH:15][N:14]=[C:13]3[CH:20]=[CH:21][S:22][C:12]=23)[CH2:6][C@H:5]1[NH:23][C:24](=[O:33])[O:25][CH2:26][C:27]1[CH:32]=[CH:31][CH:30]=[CH:29][CH:28]=1)#[N:2], predict the reaction product. The product is: [CH2:26]([O:25][C:24](=[O:33])[NH:23][C@@H:5]1[CH2:6][C@@H:7]([NH:10][C:11]2[C:16]([NH2:17])=[CH:15][N:14]=[C:13]3[CH:20]=[CH:21][S:22][C:12]=23)[CH2:8][CH2:9][C@@H:4]1[CH2:3][C:1]#[N:2])[C:27]1[CH:28]=[CH:29][CH:30]=[CH:31][CH:32]=1.